Dataset: NCI-60 drug combinations with 297,098 pairs across 59 cell lines. Task: Regression. Given two drug SMILES strings and cell line genomic features, predict the synergy score measuring deviation from expected non-interaction effect. (1) Drug 1: CC(C1=C(C=CC(=C1Cl)F)Cl)OC2=C(N=CC(=C2)C3=CN(N=C3)C4CCNCC4)N. Drug 2: CN1C2=C(C=C(C=C2)N(CCCl)CCCl)N=C1CCCC(=O)O.Cl. Cell line: IGROV1. Synergy scores: CSS=4.72, Synergy_ZIP=-1.44, Synergy_Bliss=-1.08, Synergy_Loewe=-3.58, Synergy_HSA=-1.53. (2) Drug 1: CC1=C2C(C(=O)C3(C(CC4C(C3C(C(C2(C)C)(CC1OC(=O)C(C(C5=CC=CC=C5)NC(=O)OC(C)(C)C)O)O)OC(=O)C6=CC=CC=C6)(CO4)OC(=O)C)O)C)O. Drug 2: C1=CC=C(C(=C1)C(C2=CC=C(C=C2)Cl)C(Cl)Cl)Cl. Cell line: TK-10. Synergy scores: CSS=1.29, Synergy_ZIP=-1.59, Synergy_Bliss=-5.02, Synergy_Loewe=-0.881, Synergy_HSA=-4.19. (3) Drug 1: CC1C(C(CC(O1)OC2CC(CC3=C2C(=C4C(=C3O)C(=O)C5=C(C4=O)C(=CC=C5)OC)O)(C(=O)C)O)N)O.Cl. Drug 2: CN(C(=O)NC(C=O)C(C(C(CO)O)O)O)N=O. Cell line: SF-295. Synergy scores: CSS=35.3, Synergy_ZIP=-4.48, Synergy_Bliss=2.34, Synergy_Loewe=-1.83, Synergy_HSA=4.55. (4) Drug 1: CN(C)N=NC1=C(NC=N1)C(=O)N. Drug 2: CC1CCC2CC(C(=CC=CC=CC(CC(C(=O)C(C(C(=CC(C(=O)CC(OC(=O)C3CCCCN3C(=O)C(=O)C1(O2)O)C(C)CC4CCC(C(C4)OC)OCCO)C)C)O)OC)C)C)C)OC. Cell line: SN12C. Synergy scores: CSS=12.5, Synergy_ZIP=-3.99, Synergy_Bliss=-1.64, Synergy_Loewe=-14.6, Synergy_HSA=-1.28. (5) Drug 1: CCCS(=O)(=O)NC1=C(C(=C(C=C1)F)C(=O)C2=CNC3=C2C=C(C=N3)C4=CC=C(C=C4)Cl)F. Drug 2: C1CCN(CC1)CCOC2=CC=C(C=C2)C(=O)C3=C(SC4=C3C=CC(=C4)O)C5=CC=C(C=C5)O. Cell line: OVCAR-8. Synergy scores: CSS=-1.83, Synergy_ZIP=4.05, Synergy_Bliss=5.16, Synergy_Loewe=2.61, Synergy_HSA=2.91.